From a dataset of Forward reaction prediction with 1.9M reactions from USPTO patents (1976-2016). Predict the product of the given reaction. (1) Given the reactants [CH:1]([C:3]1[CH:4]=[CH:5][C:6]([O:12][CH3:13])=[C:7](B(O)O)[CH:8]=1)=[O:2].Br[C:15]1[CH:20]=[CH:19][C:18]([F:21])=[C:17]([S:22]([CH3:25])(=[O:24])=[O:23])[CH:16]=1.C([O-])([O-])=O.[K+].[K+], predict the reaction product. The product is: [F:21][C:18]1[CH:19]=[CH:20][C:15]([C:7]2[CH:8]=[C:3]([CH:4]=[CH:5][C:6]=2[O:12][CH3:13])[CH:1]=[O:2])=[CH:16][C:17]=1[S:22]([CH3:25])(=[O:23])=[O:24]. (2) Given the reactants [NH2:1][C:2]1[C:7]([N+:8]([O-:10])=[O:9])=[CH:6][N:5]=[C:4](Cl)[CH:3]=1.[NH2:12][C:13]1[CH:18]=[C:17]([CH3:19])[N:16]=[C:15]([CH3:20])[N:14]=1.CC1(C)C2C(=C(P(C3C=CC=CC=3)C3C=CC=CC=3)C=CC=2)OC2C(P(C3C=CC=CC=3)C3C=CC=CC=3)=CC=CC1=2.C([O-])([O-])=O.[Cs+].[Cs+], predict the reaction product. The product is: [CH3:20][C:15]1[N:14]=[C:13]([NH:12][C:4]2[CH:3]=[C:2]([NH2:1])[C:7]([N+:8]([O-:10])=[O:9])=[CH:6][N:5]=2)[CH:18]=[C:17]([CH3:19])[N:16]=1. (3) Given the reactants [F:1][C:2]1[CH:3]=[CH:4][C:5]([CH3:11])=[C:6]([CH:10]=1)[C:7]([OH:9])=O.CN(C(ON1N=NC2C=CC=NC1=2)=[N+](C)C)C.F[P-](F)(F)(F)(F)F.CCN(C(C)C)C(C)C.[I-].[CH2:46]([N+:50]1[N:54]=[C:53]([CH3:55])[S:52][C:51]=1[CH3:56])[CH2:47][CH2:48][CH3:49], predict the reaction product. The product is: [CH2:46]([N:50]1[N:54]=[C:53]([CH3:55])[S:52]/[C:51]/1=[CH:56]\[C:7]([C:6]1[CH:10]=[C:2]([F:1])[CH:3]=[CH:4][C:5]=1[CH3:11])=[O:9])[CH2:47][CH2:48][CH3:49]. (4) Given the reactants [CH:1]1([NH:7][C:8]2[CH:9]=[N:10][C:11]3[N:12]([CH:14]=[CH:15][N:16]=3)[CH:13]=2)[CH2:6][CH2:5][CH2:4][CH2:3][CH2:2]1.[Br:17]N1C(=O)CCC1=O, predict the reaction product. The product is: [Br:17][C:14]1[N:12]2[CH:13]=[C:8]([NH:7][CH:1]3[CH2:2][CH2:3][CH2:4][CH2:5][CH2:6]3)[CH:9]=[N:10][C:11]2=[N:16][CH:15]=1. (5) Given the reactants [C:1]([OH:8])(=[O:7])/[CH:2]=[CH:3]/[C:4]([OH:6])=[O:5].[NH:9]1[CH2:13][CH2:12][C@@H:11]([O:14]/[N:15]=[C:16]2\[CH2:17][CH:18]3[C@:31]([CH3:35])([CH2:32][C@H:33]\2[F:34])[C@@H:30]2[C@H:21]([C@H:22]4[C@@:26]([CH2:28][CH2:29]2)([CH3:27])[C@@H:25]([OH:36])[CH2:24][CH2:23]4)[CH2:20][C:19]3=O)[CH2:10]1.Cl.[NH2:39][OH:40], predict the reaction product. The product is: [C:1]([OH:8])(=[O:7])/[CH:2]=[CH:3]/[C:4]([OH:6])=[O:5].[NH:9]1[CH2:13][CH2:12][C@@H:11]([O:14]/[N:15]=[C:16]2\[CH2:17][CH:18]3[C@:31]([CH3:35])([CH2:32][C@H:33]\2[F:34])[C@@H:30]2[C@H:21]([C@H:22]4[C@@:26]([CH2:28][CH2:29]2)([CH3:27])[C@@H:25]([OH:36])[CH2:24][CH2:23]4)[CH2:20]/[C:19]/3=[N:39]\[OH:40])[CH2:10]1.